Dataset: Full USPTO retrosynthesis dataset with 1.9M reactions from patents (1976-2016). Task: Predict the reactants needed to synthesize the given product. Given the product [CH3:15][C:14]([CH3:29])([CH2:20][O:21][Si:22]([CH3:28])([CH3:27])[C:23]([CH3:26])([CH3:25])[CH3:24])[CH2:13][CH:4]1[CH2:5][O:6][C:2](=[O:1])[O:3]1, predict the reactants needed to synthesize it. The reactants are: [O:1]=[C:2]1[O:6][CH2:5][CH2:4][O:3]1.S=C1OCCO1.[CH3:13][C:14]([CH3:29])([CH2:20][O:21][Si:22]([CH3:28])([CH3:27])[C:23]([CH3:26])([CH3:25])[CH3:24])[CH2:15]C(O)CO.C(Cl)(Cl)=O.C1(C)C=CC=CC=1.CN(C)C1C=CC=CC=1.